From a dataset of Reaction yield outcomes from USPTO patents with 853,638 reactions. Predict the reaction yield, written as a fraction of the theoretical maximum amount of product (1.0 means a 100% yield; for example, 0.34 means a 34% yield). (1) The reactants are [CH:1]1([C:7]2[CH:12]=[CH:11][C:10]([C:13]3[NH:17][CH:16]=[C:15]([C:18](OC)=[O:19])[CH:14]=3)=[CH:9][CH:8]=2)[CH2:6][CH2:5][CH2:4][CH2:3][CH2:2]1.[H-].C([Al+]CC(C)C)C(C)C.Cl. The catalyst is O1CCCC1.C1(C)C=CC=CC=1.C(OCC)(=O)C. The product is [CH:1]1([C:7]2[CH:12]=[CH:11][C:10]([C:13]3[NH:17][CH:16]=[C:15]([CH2:18][OH:19])[CH:14]=3)=[CH:9][CH:8]=2)[CH2:2][CH2:3][CH2:4][CH2:5][CH2:6]1. The yield is 0.400. (2) The reactants are [OH-].[Na+].C(O)C.[NH2:6][C:7]1[N:11]([C:12]2[CH:21]=[CH:20][C:15]3[NH:16][C:17]([CH3:19])=[N:18][C:14]=3[CH:13]=2)[N:10]=[CH:9][C:8]=1[C:22]([C:24]1[N:25](S(C2C=CC=CC=2)(=O)=O)[C:26]2[C:31]([CH:32]=1)=[CH:30][CH:29]=[CH:28][CH:27]=2)=[O:23]. The catalyst is O. The product is [NH2:6][C:7]1[N:11]([C:12]2[CH:21]=[CH:20][C:15]3[NH:16][C:17]([CH3:19])=[N:18][C:14]=3[CH:13]=2)[N:10]=[CH:9][C:8]=1[C:22]([C:24]1[NH:25][C:26]2[C:31]([CH:32]=1)=[CH:30][CH:29]=[CH:28][CH:27]=2)=[O:23]. The yield is 0.630.